This data is from Catalyst prediction with 721,799 reactions and 888 catalyst types from USPTO. The task is: Predict which catalyst facilitates the given reaction. Reactant: Br[C:2]1[CH:11]=[C:10]([C:12]([O:14][CH3:15])=[O:13])[C:9]([N+:16]([O-:18])=[O:17])=[CH:8][C:3]=1[C:4]([O:6][CH3:7])=[O:5].[C:19](=O)([O-])[O-].[Cs+].[Cs+].CB1OB(C)OB(C)O1. Product: [CH3:19][C:11]1[CH:2]=[C:3]([C:4]([O:6][CH3:7])=[O:5])[CH:8]=[C:9]([N+:16]([O-:18])=[O:17])[C:10]=1[C:12]([O:14][CH3:15])=[O:13]. The catalyst class is: 109.